Predict which catalyst facilitates the given reaction. From a dataset of Catalyst prediction with 721,799 reactions and 888 catalyst types from USPTO. The catalyst class is: 9. Product: [Cl:1][C:2]1[CH:7]=[CH:6][C:5]([O:8][C:9]2[CH:14]=[CH:13][C:12]([CH2:15][O:16][C:17]3[CH:22]=[CH:21][N:20]([CH2:31][CH3:32])[C:19](=[O:23])[CH:18]=3)=[CH:11][CH:10]=2)=[CH:4][C:3]=1[C:24]([F:27])([F:25])[F:26]. Reactant: [Cl:1][C:2]1[CH:7]=[CH:6][C:5]([O:8][C:9]2[CH:14]=[CH:13][C:12]([CH2:15][O:16][C:17]3[CH:22]=[CH:21][NH:20][C:19](=[O:23])[CH:18]=3)=[CH:11][CH:10]=2)=[CH:4][C:3]=1[C:24]([F:27])([F:26])[F:25].[H-].[Na+].Br[CH2:31][CH3:32].